Predict the product of the given reaction. From a dataset of Forward reaction prediction with 1.9M reactions from USPTO patents (1976-2016). (1) Given the reactants Br[C:2]1[C:3]([N:18]2[C:23]([CH3:25])([CH3:24])[CH2:22][CH2:21][CH2:20][C:19]2([CH3:27])[CH3:26])=[N:4][C:5]([N:8]2[C:13]([CH3:15])([CH3:14])[CH2:12][CH2:11][CH2:10][C:9]2([CH3:17])[CH3:16])=[CH:6][CH:7]=1.C([Sn](CCCC)(CCCC)[C:33]1[CH:38]=[CH:37][CH:36]=[CH:35][N:34]=1)CCC.[F-].[Cs+], predict the reaction product. The product is: [CH3:27][C:19]1([CH3:26])[CH2:20][CH2:21][CH2:22][C:23]([CH3:25])([CH3:24])[N:18]1[C:3]1[C:2]([C:33]2[CH:38]=[CH:37][CH:36]=[CH:35][N:34]=2)=[CH:7][CH:6]=[C:5]([N:8]2[C:9]([CH3:16])([CH3:17])[CH2:10][CH2:11][CH2:12][C:13]2([CH3:15])[CH3:14])[N:4]=1. (2) Given the reactants [CH2:1]([C:3]1[S:7][CH:6]=[C:5]([C:8](Cl)=[O:9])[CH:4]=1)[CH3:2].[N+](=[CH:13][Si](C)(C)C)=[N-].[BrH:18].C(=O)(O)[O-].[Na+], predict the reaction product. The product is: [Br:18][CH2:13][C:8]([C:5]1[CH:4]=[C:3]([CH2:1][CH3:2])[S:7][CH:6]=1)=[O:9]. (3) Given the reactants [CH2:1]([O:3][C:4](=[O:18])[CH:5]([C:16]#[N:17])[CH2:6][C:7]([C:9]1[CH:14]=[CH:13][N:12]=[C:11]([NH2:15])[N:10]=1)=O)[CH3:2].[BrH:19], predict the reaction product. The product is: [CH2:1]([O:3][C:4]([C:5]1[CH:6]=[C:7]([C:9]2[CH:14]=[CH:13][N:12]=[C:11]([NH2:15])[N:10]=2)[NH:17][C:16]=1[Br:19])=[O:18])[CH3:2]. (4) Given the reactants Br[C:2]1[CH:7]=[CH:6][C:5]([C:8]2[N:9]([C:24]3[CH:29]=[CH:28][C:27]([Cl:30])=[CH:26][CH:25]=3)[C:10](=[O:23])[C:11]3[CH:16]=[N:15][N:14]([C:17]4[CH:22]=[CH:21][CH:20]=[CH:19][CH:18]=4)[C:12]=3[N:13]=2)=[CH:4][CH:3]=1.[CH3:31][S-:32].[Na+], predict the reaction product. The product is: [Cl:30][C:27]1[CH:28]=[CH:29][C:24]([N:9]2[C:10](=[O:23])[C:11]3[CH:16]=[N:15][N:14]([C:17]4[CH:22]=[CH:21][CH:20]=[CH:19][CH:18]=4)[C:12]=3[N:13]=[C:8]2[C:5]2[CH:4]=[CH:3][C:2]([S:32][CH3:31])=[CH:7][CH:6]=2)=[CH:25][CH:26]=1. (5) Given the reactants [CH3:1][C:2]1[CH:3]=[CH:4][C:5]([O:15][CH2:16][C:17]2[CH:22]=[CH:21][C:20]([F:23])=[CH:19][CH:18]=2)=[C:6]([C:8](=O)[CH2:9][CH2:10][C:11](=O)[CH3:12])[CH:7]=1.[CH3:24][O:25][C:26](=[O:38])[C:27]1[CH:32]=[C:31](N)[CH:30]=[CH:29][C:28]=1[NH:34][C:35](=[O:37])[CH3:36].CC1C=CC(S(O)(=O)=O)=CC=1.C[N:51]1C(=O)CCC1, predict the reaction product. The product is: [CH3:24][O:25][C:26](=[O:38])[C:27]1[CH:32]=[CH:31][CH:30]=[C:29]([N:51]2[C:11]([CH3:12])=[CH:10][CH:9]=[C:8]2[C:6]2[CH:7]=[C:2]([CH3:1])[CH:3]=[CH:4][C:5]=2[O:15][CH2:16][C:17]2[CH:22]=[CH:21][C:20]([F:23])=[CH:19][CH:18]=2)[C:28]=1[NH:34][C:35](=[O:37])[CH3:36]. (6) Given the reactants [CH3:1][NH2:2].[F:3][C:4]1[CH:9]=[C:8]([N:10]2[CH:14]=[C:13]([CH2:15][N:16]=[C:17]=[S:18])[N:12]=[N:11]2)[CH:7]=[C:6]([F:19])[C:5]=1[N:20]1[CH2:25][CH2:24][O:23][CH2:22][CH2:21]1.Cl, predict the reaction product. The product is: [F:3][C:4]1[CH:9]=[C:8]([N:10]2[CH:14]=[C:13]([CH2:15][NH:16][C:17]([NH:2][CH3:1])=[S:18])[N:12]=[N:11]2)[CH:7]=[C:6]([F:19])[C:5]=1[N:20]1[CH2:21][CH2:22][O:23][CH2:24][CH2:25]1.